This data is from NCI-60 drug combinations with 297,098 pairs across 59 cell lines. The task is: Regression. Given two drug SMILES strings and cell line genomic features, predict the synergy score measuring deviation from expected non-interaction effect. (1) Drug 1: C1=CC(=CC=C1CCC2=CNC3=C2C(=O)NC(=N3)N)C(=O)NC(CCC(=O)O)C(=O)O. Drug 2: CC1CCC2CC(C(=CC=CC=CC(CC(C(=O)C(C(C(=CC(C(=O)CC(OC(=O)C3CCCCN3C(=O)C(=O)C1(O2)O)C(C)CC4CCC(C(C4)OC)OCCO)C)C)O)OC)C)C)C)OC. Cell line: HL-60(TB). Synergy scores: CSS=49.6, Synergy_ZIP=-1.94, Synergy_Bliss=-2.65, Synergy_Loewe=-8.51, Synergy_HSA=-2.97. (2) Drug 1: CCC1=C2CN3C(=CC4=C(C3=O)COC(=O)C4(CC)O)C2=NC5=C1C=C(C=C5)O. Drug 2: CCN(CC)CCNC(=O)C1=C(NC(=C1C)C=C2C3=C(C=CC(=C3)F)NC2=O)C. Cell line: COLO 205. Synergy scores: CSS=23.5, Synergy_ZIP=-8.81, Synergy_Bliss=1.19, Synergy_Loewe=-33.1, Synergy_HSA=-0.0202.